From a dataset of Reaction yield outcomes from USPTO patents with 853,638 reactions. Predict the reaction yield, written as a fraction of the theoretical maximum amount of product (1.0 means a 100% yield; for example, 0.34 means a 34% yield). (1) The reactants are [N+:1]([C:4]1[N:5]=[CH:6][C:7]([NH:10][CH2:11][CH2:12][OH:13])=[N:8][CH:9]=1)([O-:3])=[O:2].Cl[Si:15]([CH2:20][CH3:21])([CH2:18][CH3:19])[CH2:16][CH3:17].N1C=CN=C1. The catalyst is CN(C)C=O.C(OCC)(=O)C. The product is [N+:1]([C:4]1[N:5]=[CH:6][C:7]([NH:10][CH2:11][CH2:12][O:13][Si:15]([CH2:20][CH3:21])([CH2:18][CH3:19])[CH2:16][CH3:17])=[N:8][CH:9]=1)([O-:3])=[O:2]. The yield is 0.890. (2) The catalyst is C1COCC1. The reactants are [CH2:1]([OH:9])[CH2:2][C:3]#[C:4][CH2:5][CH2:6][CH2:7][CH3:8].CC(O)(C)C.N.[Li]. The yield is 0.950. The product is [CH2:1]([OH:9])[CH2:2]/[CH:3]=[CH:4]/[CH2:5][CH2:6][CH2:7][CH3:8]. (3) The reactants are Br[C:2]1[N:7]=[CH:6][C:5]([C:8]2([C:16]#[N:17])[CH2:13][CH2:12][C:11]([F:15])([F:14])[CH2:10][CH2:9]2)=[CH:4][CH:3]=1.C([Sn](CCCC)(CCCC)[C:23]([O:25]CC)=[CH2:24])CCC.Cl.C(=O)([O-])[O-].[K+].[K+].[F-].[K+]. The catalyst is O1CCOCC1.CO.C(Cl)Cl.[Cu](I)I.Cl[Pd](Cl)([P](C1C=CC=CC=1)(C1C=CC=CC=1)C1C=CC=CC=1)[P](C1C=CC=CC=1)(C1C=CC=CC=1)C1C=CC=CC=1.O.C(#N)C. The product is [C:23]([C:2]1[N:7]=[CH:6][C:5]([C:8]2([C:16]#[N:17])[CH2:13][CH2:12][C:11]([F:15])([F:14])[CH2:10][CH2:9]2)=[CH:4][CH:3]=1)(=[O:25])[CH3:24]. The yield is 0.730. (4) The reactants are C1COCC1.[S:6]1[CH:10]=[CH:9][C:8]2[C:11]([N:15]3[CH2:20][CH2:19][N:18]([CH2:21][CH2:22][CH2:23][O:24][C:25]4[N:29]([CH3:30])[N:28]=[C:27]([CH2:31][O:32][Si](C(C)(C)C)(C)C)[CH:26]=4)[CH2:17][CH2:16]3)=[CH:12][CH:13]=[CH:14][C:7]1=2.[F-].C([N+](CCCC)(CCCC)CCCC)CCC. The catalyst is C(OCC)(=O)C. The product is [S:6]1[CH:10]=[CH:9][C:8]2[C:11]([N:15]3[CH2:16][CH2:17][N:18]([CH2:21][CH2:22][CH2:23][O:24][C:25]4[N:29]([CH3:30])[N:28]=[C:27]([CH2:31][OH:32])[CH:26]=4)[CH2:19][CH2:20]3)=[CH:12][CH:13]=[CH:14][C:7]1=2. The yield is 0.790. (5) The reactants are [C:1](Cl)(=[O:8])[C:2]1[CH:7]=[CH:6][CH:5]=[CH:4][CH:3]=1.[CH3:10][C:11]1[S:12][CH:13]=[CH:14][C:15]=1[CH3:16].[Cl-].[Cl-].[Cl-].[Al+3].O. The product is [CH3:10][C:11]1[S:12][C:13]([C:1](=[O:8])[C:2]2[CH:7]=[CH:6][CH:5]=[CH:4][CH:3]=2)=[CH:14][C:15]=1[CH3:16]. The catalyst is C(Cl)Cl. The yield is 0.940. (6) The reactants are OCC1(CN[C:10]([C:12]2[N:13]([CH2:23][C:24]3[CH:29]=[CH:28][CH:27]=[C:26]([O:30][C:31]([F:34])([F:33])[F:32])[CH:25]=3)[C:14]3[C:19]([CH:20]=2)=[CH:18][C:17]([C:21]#[N:22])=[CH:16][CH:15]=3)=[O:11])CCCC1.C(C1C=C2C(=CC=1)N(CC1C=CC=C(OC(F)(F)F)C=1)C(C(O)=O)=C2)#N.Cl.[CH2:62]([O:64][C:65](=[O:70])[CH:66]([CH3:69])[CH2:67][NH2:68])[CH3:63]. No catalyst specified. The product is [CH2:62]([O:64][C:65](=[O:70])[CH:66]([CH3:69])[CH2:67][NH:68][C:10]([C:12]1[N:13]([CH2:23][C:24]2[CH:29]=[CH:28][CH:27]=[C:26]([O:30][C:31]([F:34])([F:32])[F:33])[CH:25]=2)[C:14]2[C:19]([CH:20]=1)=[CH:18][C:17]([C:21]#[N:22])=[CH:16][CH:15]=2)=[O:11])[CH3:63]. The yield is 0.510. (7) The reactants are [Br:1][C:2]1[CH:7]=[CH:6][C:5]([C:8]([NH2:11])([CH3:10])[CH3:9])=[C:4]([F:12])[CH:3]=1.C(N(CC)CC)C.[CH3:20][S:21](Cl)(=[O:23])=[O:22]. The catalyst is ClCCl.Cl. The product is [Br:1][C:2]1[CH:7]=[CH:6][C:5]([C:8]([NH:11][S:21]([CH3:20])(=[O:23])=[O:22])([CH3:10])[CH3:9])=[C:4]([F:12])[CH:3]=1. The yield is 0.570.